Predict the reactants needed to synthesize the given product. From a dataset of Full USPTO retrosynthesis dataset with 1.9M reactions from patents (1976-2016). (1) Given the product [CH2:11]([N:18]1[CH2:26][CH:25]2[CH:21]([CH2:22][C:23]3[CH:29]=[CH:28][S:27][C:24]=32)[CH2:20][CH2:19]1)[C:12]1[CH:17]=[CH:16][CH:15]=[CH:14][CH:13]=1, predict the reactants needed to synthesize it. The reactants are: [Al+3].[Cl-].[Cl-].[Cl-].C(NB)(C)(C)C.[CH2:11]([N:18]1[CH2:26][CH:25]2[CH:21]([C:22](=O)[C:23]3[CH:29]=[CH:28][S:27][C:24]=32)[CH2:20][CH2:19]1)[C:12]1[CH:17]=[CH:16][CH:15]=[CH:14][CH:13]=1.[Al+3].[Cl-].[Cl-].[Cl-].B.Cl.[OH-].[Na+]. (2) Given the product [CH:22]1([CH:25]([C:32]2[CH:37]=[CH:36][CH:35]=[C:34]([CH2:38][O:16][C:13]3[CH:14]=[N:15][C:10]([C:3]4[CH:4]=[C:5]([O:8][CH3:9])[CH:6]=[CH:7][C:2]=4[F:1])=[C:11]([CH2:17][C:18]([CH3:21])([CH3:20])[CH3:19])[CH:12]=3)[CH:33]=2)[CH2:26][C:27]([O:29][CH2:30][CH3:31])=[O:28])[CH2:24][CH2:23]1, predict the reactants needed to synthesize it. The reactants are: [F:1][C:2]1[CH:7]=[CH:6][C:5]([O:8][CH3:9])=[CH:4][C:3]=1[C:10]1[N:15]=[CH:14][C:13]([OH:16])=[CH:12][C:11]=1[CH2:17][C:18]([CH3:21])([CH3:20])[CH3:19].[CH:22]1([CH:25]([C:32]2[CH:37]=[CH:36][CH:35]=[C:34]([CH2:38]O)[CH:33]=2)[CH2:26][C:27]([O:29][CH2:30][CH3:31])=[O:28])[CH2:24][CH2:23]1.C1(P(C2C=CC=CC=2)C2C=CC=CC=2)C=CC=CC=1.N(C(OCC)=O)=NC(OCC)=O.